Dataset: Forward reaction prediction with 1.9M reactions from USPTO patents (1976-2016). Task: Predict the product of the given reaction. (1) Given the reactants [Br:1][C:2]1[CH:7]=[CH:6][C:5]([C@H:8]2[CH2:18][CH2:17][C:10]3([NH:14]C(=O)N[C:11]3=[O:16])[CH2:9]2)=[CH:4][CH:3]=1.[OH-:19].[Na+].Cl, predict the reaction product. The product is: [NH2:14][C:10]1([C:11]([OH:19])=[O:16])[CH2:17][CH2:18][C@H:8]([C:5]2[CH:6]=[CH:7][C:2]([Br:1])=[CH:3][CH:4]=2)[CH2:9]1. (2) Given the reactants [NH2:1][C:2]1[C:7]([CH2:8][C:9](OCC)=[O:10])=[CH:6][N:5]=[C:4]([CH3:14])[N:3]=1.CC(C)([O-])C.[K+].C(O)(=O)C, predict the reaction product. The product is: [CH3:14][C:4]1[N:3]=[C:2]2[C:7]([CH2:8][C:9](=[O:10])[NH:1]2)=[CH:6][N:5]=1. (3) Given the reactants [Cl:1][C:2]1[CH:3]=[C:4]([CH:6]=[CH:7][C:8]=1[O:9][C:10]1[C:19]2[C:14](=[CH:15][C:16]([O:22][CH3:23])=[C:17]([O:20][CH3:21])[CH:18]=2)[N:13]=[CH:12][CH:11]=1)[NH2:5].C(N(CC)C(C)C)(C)C.ClC(Cl)(O[C:37](=[O:43])OC(Cl)(Cl)Cl)Cl.[NH:45]1[C:49]([NH2:50])=[CH:48][CH:47]=[N:46]1.C(=O)([O-])O.[Na+], predict the reaction product. The product is: [Cl:1][C:2]1[CH:3]=[C:4]([NH:5][C:37]([NH:50][C:49]2[NH:45][N:46]=[CH:47][CH:48]=2)=[O:43])[CH:6]=[CH:7][C:8]=1[O:9][C:10]1[C:19]2[C:14](=[CH:15][C:16]([O:22][CH3:23])=[C:17]([O:20][CH3:21])[CH:18]=2)[N:13]=[CH:12][CH:11]=1.